From a dataset of Forward reaction prediction with 1.9M reactions from USPTO patents (1976-2016). Predict the product of the given reaction. (1) Given the reactants [I:1][C:2]1[CH:9]=[C:6]([CH:7]=[O:8])[C:5]([OH:10])=[CH:4][CH:3]=1.[Cl:11]Cl.O, predict the reaction product. The product is: [Cl:11][C:4]1[C:5]([OH:10])=[C:6]([CH:9]=[C:2]([I:1])[CH:3]=1)[CH:7]=[O:8]. (2) The product is: [CH:12]12[CH2:5][CH:4]([CH:3]=[CH:2]1)[CH2:10][CH2:11]2.[CH3:13][C:3]1[C:2]([F:1])=[CH:12][CH:11]=[CH:10][C:4]=1[CH:5]=[CH:6][C:7]([O-:9])=[O:8]. Given the reactants [F:1][C:2]1[CH:3]=[C:4]([CH:10]=[CH:11][CH:12]=1)[CH:5]=[CH:6][C:7]([OH:9])=[O:8].[CH:13]12CC(C=C1)CC2CO.C1(C)C=CC=CC=1, predict the reaction product. (3) Given the reactants [CH3:1][C:2]1[CH:7]=[C:6]([CH3:8])[N:5]=[C:4]([N:9]2[CH2:18][CH2:17][C:12]3([O:16][CH2:15][CH2:14][O:13]3)[CH2:11][CH2:10]2)[N:3]=1.[Si]([C:23]#[N:24])(C)(C)C.Cl.CO, predict the reaction product. The product is: [CH3:8][C:6]1[CH:7]=[C:2]([CH3:1])[N:3]=[C:4]([N:9]2[CH2:10][CH2:11][C:12]([O:16][CH2:15][CH2:14][OH:13])([C:23]#[N:24])[CH2:17][CH2:18]2)[N:5]=1. (4) Given the reactants [CH3:1][C:2]1[CH:13]=[CH:12][CH:11]=[CH:10][C:3]=1[CH2:4][NH:5][CH2:6][CH2:7][CH2:8]O.[BrH:14], predict the reaction product. The product is: [Br:14][CH2:8][CH2:7][CH2:6][NH:5][CH2:4][C:3]1[CH:10]=[CH:11][CH:12]=[CH:13][C:2]=1[CH3:1].